Binary Classification. Given a miRNA mature sequence and a target amino acid sequence, predict their likelihood of interaction. From a dataset of Experimentally validated miRNA-target interactions with 360,000+ pairs, plus equal number of negative samples. (1) The miRNA is hsa-miR-4735-5p with sequence CCUAAUUUGAACACCUUCGGUA. The protein sequence of the target gene is MKVEFAPLNIQLARRLQTVAVLQWVLKYLLLGPMSIGITVMLIIHNYLFLYIPYLMWLYFDWHTPERGGRRSSWIKNWTLWKHFKDYFPIHLIKTQDLDPSHNYIFGFHPHGIMAVGAFGNFSVNYSDFKDLFPGFTSYLHVLPLWFWCPVFREYVMSVGLVSVSKKSVSYMVSKEGGGNISVIVLGGAKESLDAHPGKFTLFIRQRKGFVKIALTHGASLVPVVSFGENELFKQTDNPEGSWIRTVQNKLQKIMGFALPLFHARGVFQYNFGLMTYRKAIHTVVGRPIPVRQTLNPTQE.... Result: 1 (interaction). (2) The miRNA is hsa-miR-6752-3p with sequence UCCCUGCCCCCAUACUCCCAG. Result: 1 (interaction). The protein sequence of the target gene is MVVGAFPMAKLLYLGIRQVSKPLANRIKEAARRSEFFKTYICLPPAQLYHWVEMRTKMRIMGFRGTVIKPLNEEAAAELGAELLGEATIFIVGGGCLVLEYWRHQAQQRHKEEEQRAAWNALRDEVGHLALALEALQAQVQAAPPQGALEELRTELQEVRAQLCNPGRSASHAVPASKK. (3) The miRNA is hsa-miR-1224-5p with sequence GUGAGGACUCGGGAGGUGG. The protein sequence of the target gene is MTVEKEAPDAHFTVDKQNISLWPREPPPKSGPSLVPGKTPTVRAALICLTLVLVASVLLQAVLYPRFMGTISDVKTNVQLLKGRVDNISTLDSEIKKNSDGMEAAGVQIQMVNESLGYVRSQFLKLKTSVEKANAQIQILTRSWEEVSTLNAQIPELKSDLEKASALNTKIRALQGSLENMSKLLKRQNDILQVVSQGWKYFKGNFYYFSLIPKTWYSAEQFCVSRNSHLTSVTSESEQEFLYKTAGGLIYWIGLTKAGMEGDWSWVDDTPFNKVQSVRFWIPGEPNNAGNNEHCGNIKA.... Result: 1 (interaction). (4) The miRNA is dre-miR-144-3p with sequence UACAGUAUAGAUGAUGUACU. The protein sequence of the target gene is MAFQKAVKGTILVGGGALATVLGLSPFAHYRRKQVSLAYVEAAGYLTEPVNREPPSREAQLMTLKNTPEFDILVIGGGATGCGCALDAVTRGLKTALVERDDFSSGTSSRSTKLIHGGVRYLQKAIMNLDVEQYRMVKEALHERANLLEIAPHLSAPLPIMLPLYKWWQLPYYWVGIKMYDLVAGSQCLKSSYVLSKSRALEHFPMLQKDKLVGAIVYYDGQHNDARMNLAIALTAARYGAATANYMEVVSLLKKTDPETGKERVSGARCKDVLTGQEFDVRAKCVINASGPFTDSVRKM.... Result: 0 (no interaction). (5) The miRNA is mmu-miR-467b-5p with sequence GUAAGUGCCUGCAUGUAUAUG. The protein sequence of the target gene is MGSIGSQRLKEPCVAATSDQSVVTSFSFDNFQLETTAEGAQDPGIRVRGVPTFTDSAVEEPVPDDRYHAIYFAMLLAGVGFLLPYNSFITDVDYLHHKYPGTSIVFDMSLTYILVALAAVLLNNVVVERLNLHTRITTGYLLALGPLLFISICDVWLQLFSHDQAYAINLAAVGTVAFGCTVQQSSFYGYTGLLPKRYTQGVMTGESTAGVMISLSRILTKLLLPDERASTIIFFLVSAGLELLCFLLHLLVRRSRFVLYYTTRPRDSRPVQAGYRVHHDVASGDIHFEHQTPALSSSRS.... Result: 0 (no interaction). (6) The miRNA is hsa-miR-4464 with sequence AAGGUUUGGAUAGAUGCAAUA. The protein sequence of the target gene is MGTEGPPPPAASRGRQGCLLVPARTKTTIALLYDEESENAYDIRLKLTKEVLTIQKQDVVCVGGSHQGRNRRTVTLRRQPVGGLGLSIKGGSEHNVPVVISKIFEDQAADQTGMLFVGDAVLQVNGIHVENATHEEVVHLLRNAGDEVTITVEYLREAPAFLKLPLGSPGPSSDHSSGASSPLFDSGLHLNGNSSTTAPSSPSSPIAKDPRYEKRWLDTLSVPLSMARISRYKAGTEKLRWNAFEVLALDGVSSGILRFYTAQDGTDWLRAVSANIRELTLQNMKMANKCCSPSDQVVHM.... Result: 0 (no interaction). (7) The miRNA is hsa-miR-145-3p with sequence GGAUUCCUGGAAAUACUGUUCU. The protein sequence of the target gene is MAEAPPVSGTFKFNTDAAEFIPQERKTSGLNCGTQRRLDSSRIGRRNYSSSPPCHLPRHIPYEDISAVHQHSYASGSKPKSPQGFFQSSNKSLKNHGLQNQPWQKARNEKHQNRNKKAQGLSEQTSDTSSLESVARSESGTNPREHSPSESEKEVVIADPRGAKPKKAAQLTYNYGRGPKAKGRLRSEWGNRMSPKSEDENTRPVAISHTDSSDASCRKPVVDPCVCRRNEQRRYPQKRPPWEVEGARPRPGRNPPKQESQRHINAGPKTNMSPIPKDNLRERPTKSACDTGNLAVVSKS.... Result: 0 (no interaction).